Dataset: HIV replication inhibition screening data with 41,000+ compounds from the AIDS Antiviral Screen. Task: Binary Classification. Given a drug SMILES string, predict its activity (active/inactive) in a high-throughput screening assay against a specified biological target. (1) The molecule is COc1cc(CNc2cnc3ccc(N)cc3n2)cc(OC)c1OC. The result is 0 (inactive). (2) The drug is CCOC(=O)Cn1c(=O)c(-c2ccccc2NC(C)=O)nc2ccccc21. The result is 0 (inactive). (3) The drug is Cc1ccc(SSc2ccc(C)c(Cl)c2)cc1Cl. The result is 0 (inactive). (4) The drug is COc1ccc(N2C(=O)C3c4[nH]c5ccc(F)cc5c4C4CCC(c5ccccc5)CC4C3C2=O)cc1. The result is 0 (inactive). (5) The compound is O=C1c2ccccc2C(=O)N1Cc1ccccc1-c1c2nc(c(-c3ccccc3CN3C(=O)c4ccccc4C3=O)c3ccc([nH]3)c(-c3ccccc3CN3C(=O)c4ccccc4C3=O)c3nc(c(-c4ccccc4CN4C(=O)c5ccccc5C4=O)c4ccc1[nH]4)C=C3)C=C2. The result is 0 (inactive). (6) The molecule is CCc1c(Sc2ccccn2)n(COCc2ccccc2)c(=O)[nH]c1=O. The result is 1 (active). (7) The compound is Cc1ccc(-c2c(C#N)c(-c3ccccc3)n(NS(=O)(=O)c3ccc(C)cc3)c(=O)c2C#N)cc1. The result is 0 (inactive). (8) The drug is COC(=O)c1ccccc1C1CN=NC12Cc1c(C)cc(C)cc1C2=O. The result is 0 (inactive).